This data is from Forward reaction prediction with 1.9M reactions from USPTO patents (1976-2016). The task is: Predict the product of the given reaction. (1) Given the reactants CS(O[C@@H:6]1[CH2:11][N:10]([C:12]([O:14][C:15]([CH3:18])([CH3:17])[CH3:16])=[O:13])[C@H:9]([C:19]([O:21][CH3:22])=[O:20])[CH2:8][CH2:7]1)(=O)=O.[N-:23]=[N+:24]=[N-:25].[Na+], predict the reaction product. The product is: [N:23]([C@H:6]1[CH2:11][N:10]([C:12]([O:14][C:15]([CH3:18])([CH3:17])[CH3:16])=[O:13])[C@H:9]([C:19]([O:21][CH3:22])=[O:20])[CH2:8][CH2:7]1)=[N+:24]=[N-:25]. (2) Given the reactants FC(F)(F)C([NH:5][C:6]1[CH:7]=[C:8]([CH:13]=[CH:14][C:15]=1OS(C(F)(F)F)(=O)=O)[C:9]([O:11][CH3:12])=[O:10])=O.[C:26]([C:28]1[CH:33]=[CH:32][CH:31]=[CH:30][CH:29]=1)#[CH:27].CN(C)C(=N)N(C)C, predict the reaction product. The product is: [C:28]1([C:26]2[NH:5][C:6]3[C:15]([CH:27]=2)=[CH:14][CH:13]=[C:8]([C:9]([O:11][CH3:12])=[O:10])[CH:7]=3)[CH:33]=[CH:32][CH:31]=[CH:30][CH:29]=1. (3) Given the reactants Cl[C:2]1[C:11]2[C:6](=[CH:7][CH:8]=[CH:9][CH:10]=2)[N:5]=[C:4]([C:12]2[CH:17]=[CH:16][CH:15]=[CH:14][CH:13]=2)[N:3]=1.[C:18](=[O:21])([O-])[O-].[K+].[K+], predict the reaction product. The product is: [C:12]1([C:4]2[N:3]=[C:2]([NH:5][C:6]3[CH:11]=[CH:10][CH:9]=[C:8]([O:21][CH3:18])[CH:7]=3)[C:11]3[C:6](=[CH:7][CH:8]=[CH:9][CH:10]=3)[N:5]=2)[CH:17]=[CH:16][CH:15]=[CH:14][CH:13]=1. (4) The product is: [C:22]1([C:5]([C:28]#[C:29][C:31]2[CH:33]=[CH:50][CH:49]=[CH:48][CH:47]=2)=[CH:6][CH2:7][O:8][C:9]2[CH:20]=[CH:19][C:12]([O:13][CH2:14][C:15]([OH:17])=[O:16])=[C:11]([CH3:21])[CH:10]=2)[CH:27]=[CH:26][CH:25]=[CH:24][CH:23]=1. Given the reactants O.[OH-].[Li+].I/[C:5](/[C:22]1[CH:27]=[CH:26][CH:25]=[CH:24][CH:23]=1)=[CH:6]\[CH2:7][O:8][C:9]1[CH:20]=[CH:19][C:12]([O:13][CH2:14][C:15]([O:17]C)=[O:16])=[C:11]([CH3:21])[CH:10]=1.[C:28](O)(=O)[CH:29]([CH:31]([C:33](O)=O)O)O.CCOCC.CO.O.O1[CH2:50][CH2:49][CH2:48][CH2:47]1, predict the reaction product. (5) Given the reactants [CH3:1][CH:2]1[CH2:6][C:5](=[O:7])[CH2:4][N:3]1[C:8]([O:10][C:11]([CH3:14])([CH3:13])[CH3:12])=[O:9].[CH3:15][N:16]([CH:18](OC)OC)[CH3:17], predict the reaction product. The product is: [CH3:15][N:16](/[CH:18]=[C:6]1/[CH:2]([CH3:1])[N:3]([C:8]([O:10][C:11]([CH3:13])([CH3:12])[CH3:14])=[O:9])[CH2:4][C:5]/1=[O:7])[CH3:17]. (6) Given the reactants [CH3:1][C:2]1[CH:3]=[C:4]2[N:9]([CH:10]=1)[CH:8]=[CH:7][CH:6]=[CH:5]2.[CH2:11]=[C:12]1[N:13]=[C:14]([C:26]2[CH:31]=[CH:30][CH:29]=[CH:28][CH:27]=2)[O:15][C:16](=[O:25])/[C:17]/1=[CH:18]/[C:19](=[CH:23]\[CH3:24])/[C:20](Cl)=[O:21], predict the reaction product. The product is: [CH2:11]=[C:12]1[N:13]=[C:14]([C:26]2[CH:27]=[CH:28][CH:29]=[CH:30][CH:31]=2)[O:15][C:16](=[O:25])/[C:17]/1=[CH:18]/[C:19](/[C:20]([C:10]1[N:9]2[C:4]([CH:5]=[CH:6][CH:7]=[CH:8]2)=[CH:3][C:2]=1[CH3:1])=[O:21])=[CH:23]\[CH3:24]. (7) Given the reactants [S:1]1[CH:5]=[CH:4][CH:3]=[C:2]1[C:6](=[NH:30])[NH:7][C:8]1[CH:9]=[C:10]2[C:15](=[CH:16][CH:17]=1)[N:14]([CH:18]1[CH2:22][CH2:21][N:20](C(OC(C)(C)C)=O)[CH2:19]1)[CH2:13][CH2:12][CH2:11]2.[ClH:31], predict the reaction product. The product is: [ClH:31].[ClH:31].[NH:20]1[CH2:21][CH2:22][CH:18]([N:14]2[C:15]3[C:10](=[CH:9][C:8]([NH:7][C:6]([C:2]4[S:1][CH:5]=[CH:4][CH:3]=4)=[NH:30])=[CH:17][CH:16]=3)[CH2:11][CH2:12][CH2:13]2)[CH2:19]1. (8) Given the reactants [F:1][C:2]1[CH:7]=[C:6]([F:8])[CH:5]=[C:4](I)[C:3]=1[OH:10].[CH3:11][O:12][C:13]1[CH:18]=[CH:17][C:16]([C:19]#[CH:20])=[CH:15][CH:14]=1.O, predict the reaction product. The product is: [F:8][C:6]1[CH:7]=[C:2]([F:1])[C:3]2[O:10][C:19]([C:16]3[CH:17]=[CH:18][C:13]([O:12][CH3:11])=[CH:14][CH:15]=3)=[CH:20][C:4]=2[CH:5]=1.